The task is: Predict the product of the given reaction.. This data is from Forward reaction prediction with 1.9M reactions from USPTO patents (1976-2016). (1) Given the reactants C(N)CCC.[Cl:6][C:7]1[CH:8]=[C:9]2[CH:15]=[CH:14][N:13]([C:16]3[N:20]([CH3:21])[N:19]=[C:18]([CH:22]4[CH2:24][CH2:23]4)[C:17]=3[CH2:25][CH2:26][S:27]([NH2:30])(=[O:29])=[O:28])[C:10]2=[N:11][CH:12]=1.[N:31]12[CH2:41]CCN=C1C[CH2:35][CH2:34][CH2:33][CH2:32]2.[OH2:42], predict the reaction product. The product is: [CH2:32]([NH:31][C:41]([NH:30][S:27]([CH2:26][CH2:25][C:17]1[C:18]([CH:22]2[CH2:23][CH2:24]2)=[N:19][N:20]([CH3:21])[C:16]=1[N:13]1[C:10]2=[N:11][CH:12]=[C:7]([Cl:6])[CH:8]=[C:9]2[CH:15]=[CH:14]1)(=[O:28])=[O:29])=[O:42])[CH2:33][CH2:34][CH3:35]. (2) Given the reactants [N:1]1[CH:6]=[CH:5][N:4]=[CH:3][C:2]=1[C:7](O)=O.Cl.CN(C)CCCN=C=NCC.N1C=CC=CC=1.[N:28]1[CH:33]=[CH:32][CH:31]=[C:30]([O:34][C:35]2[CH:36]=[C:37]([NH2:49])[C:38]([NH2:48])=[CH:39][C:40]=2[O:41][C:42]2[CH:43]=[N:44][CH:45]=[CH:46][CH:47]=2)[CH:29]=1, predict the reaction product. The product is: [N:1]1[CH:6]=[CH:5][N:4]=[CH:3][C:2]=1[C:7]1[NH:49][C:37]2[CH:36]=[C:35]([O:34][C:30]3[CH:29]=[N:28][CH:33]=[CH:32][CH:31]=3)[C:40]([O:41][C:42]3[CH:43]=[N:44][CH:45]=[CH:46][CH:47]=3)=[CH:39][C:38]=2[N:48]=1. (3) Given the reactants [F:1][C:2]1[CH:7]=[CH:6][CH:5]=[C:4]([N+]([O-])=O)[C:3]=1[F:11].[Cl-].[NH4+:13], predict the reaction product. The product is: [F:1][C:2]1[CH:7]=[CH:6][C:5]([NH2:13])=[CH:4][C:3]=1[F:11]. (4) The product is: [CH2:39]([N:17]([CH2:15][CH3:16])[C:18](=[O:38])[CH2:19][C:20]1[C:21]([C:31]2[CH:32]=[CH:33][C:34]([O:37][CH2:43][CH2:42][F:41])=[CH:35][CH:36]=2)=[N:22][N:23]2[C:28]([CH3:29])=[CH:27][C:26]([CH3:30])=[N:25][C:24]=12)[CH3:40]. Given the reactants N(C(OC(C)C)=O)=NC(OC(C)C)=O.[CH2:15]([N:17]([CH2:39][CH3:40])[C:18](=[O:38])[CH2:19][C:20]1[C:21]([C:31]2[CH:36]=[CH:35][C:34]([OH:37])=[CH:33][CH:32]=2)=[N:22][N:23]2[C:28]([CH3:29])=[CH:27][C:26]([CH3:30])=[N:25][C:24]=12)[CH3:16].[F:41][CH2:42][CH2:43]O, predict the reaction product. (5) Given the reactants C([N:5]1[C:9]2=[N:10][CH:11]=[N:12][C:13]([NH2:14])=[C:8]2[C:7]([C:15]2[CH:20]=[CH:19][CH:18]=[CH:17][C:16]=2[CH3:21])=[N:6]1)(C)(C)C, predict the reaction product. The product is: [C:16]1([CH3:21])[CH:17]=[CH:18][CH:19]=[CH:20][C:15]=1[C:7]1[C:8]2[C:9](=[N:10][CH:11]=[N:12][C:13]=2[NH2:14])[NH:5][N:6]=1. (6) Given the reactants FC(F)(F)S(O[C:7]1[CH:12]=[CH:11][C:10]([C:13]([CH3:19])([CH3:18])[C:14]([F:17])([F:16])[F:15])=[CH:9][CH:8]=1)(=O)=O.[C:22]([B-](F)(F)F)([CH3:24])=[CH2:23].[K+].C(Cl)Cl.C(N(CC)CC)C, predict the reaction product. The product is: [C:22]([C:7]1[CH:12]=[CH:11][C:10]([C:13]([CH3:19])([CH3:18])[C:14]([F:17])([F:16])[F:15])=[CH:9][CH:8]=1)([CH3:24])=[CH2:23].